Dataset: Forward reaction prediction with 1.9M reactions from USPTO patents (1976-2016). Task: Predict the product of the given reaction. (1) The product is: [CH2:1]1[C:9]2[C:4](=[CH:5][CH:6]=[CH:7][CH:8]=2)[CH2:3][CH:2]1[C@H:10]1[NH:15][C:14](=[O:16])[C@@H:13]([CH:17]([CH2:20][CH3:21])[CH2:18][CH3:19])[N:12]([CH2:22][C:23]2[CH:24]=[C:25]([CH:33]=[CH:34][CH:35]=2)[C:26]([OH:28])=[O:27])[C:11]1=[O:36]. Given the reactants [CH2:1]1[C:9]2[C:4](=[CH:5][CH:6]=[CH:7][CH:8]=2)[CH2:3][CH:2]1[C@H:10]1[NH:15][C:14](=[O:16])[C@@H:13]([CH:17]([CH2:20][CH3:21])[CH2:18][CH3:19])[N:12]([CH2:22][C:23]2[CH:24]=[C:25]([CH:33]=[CH:34][CH:35]=2)[C:26]([O:28]C(C)(C)C)=[O:27])[C:11]1=[O:36], predict the reaction product. (2) Given the reactants [Br:1][C:2]1[S:6][C:5]([C:7]2[C:11]([C:12]3[CH:17]=[CH:16][N:15]=[CH:14][CH:13]=3)=[CH:10][NH:9][N:8]=2)=[CH:4][CH:3]=1.Br[CH2:19][CH:20]([CH3:22])[CH3:21].C(=O)([O-])[O-].[Cs+].[Cs+].ClCCl, predict the reaction product. The product is: [CH2:19]([N:9]1[CH:10]=[C:11]([C:12]2[CH:17]=[CH:16][N:15]=[CH:14][CH:13]=2)[C:7]([C:5]2[S:6][C:2]([Br:1])=[CH:3][CH:4]=2)=[N:8]1)[CH:20]([CH3:22])[CH3:21]. (3) Given the reactants Cl[C:2]1[CH:7]=[CH:6][C:5]([CH2:8][C:9](=[O:11])[CH3:10])=[CH:4][C:3]=1[S:12]([CH3:15])(=[O:14])=[O:13], predict the reaction product. The product is: [CH3:15][S:12]([C:3]1[CH:4]=[C:5]([CH2:8][C:9](=[O:11])[CH3:10])[CH:6]=[CH:7][CH:2]=1)(=[O:13])=[O:14]. (4) Given the reactants [CH3:1][O:2][C:3]1[CH:4]=[C:5]([CH:9]=[CH:10][CH:11]=1)[C:6]([Cl:8])=[O:7].[NH2:12][C:13]1[CH:14]=[C:15]([CH:31]=[CH:32][CH:33]=1)[NH:16][C:17]1[C:26]2[C:21](=[CH:22][C:23]([O:29][CH3:30])=[C:24]([O:27][CH3:28])[CH:25]=2)[N:20]=[CH:19][N:18]=1, predict the reaction product. The product is: [ClH:8].[CH3:1][O:2][C:3]1[CH:4]=[C:5]([CH:9]=[CH:10][CH:11]=1)[C:6]([NH:12][C:13]1[CH:14]=[C:15]([CH:31]=[CH:32][CH:33]=1)[NH:16][C:17]1[C:26]2[C:21](=[CH:22][C:23]([O:29][CH3:30])=[C:24]([O:27][CH3:28])[CH:25]=2)[N:20]=[CH:19][N:18]=1)=[O:7]. (5) Given the reactants Cl[C:2]1[C:11]([CH:12]=[O:13])=[CH:10][C:9]2[C:4](=[CH:5][CH:6]=[C:7]([O:14][CH3:15])[CH:8]=2)[N:3]=1.[CH2:16]([NH2:18])[CH3:17], predict the reaction product. The product is: [CH2:16]([NH:18][C:2]1[C:11]([CH:12]=[O:13])=[CH:10][C:9]2[C:4](=[CH:5][CH:6]=[C:7]([O:14][CH3:15])[CH:8]=2)[N:3]=1)[CH3:17].